From a dataset of Peptide-MHC class II binding affinity with 134,281 pairs from IEDB. Regression. Given a peptide amino acid sequence and an MHC pseudo amino acid sequence, predict their binding affinity value. This is MHC class II binding data. (1) The peptide sequence is VVIQDNSDIKVVPRRKAKII. The MHC is DRB1_0401 with pseudo-sequence DRB1_0401. The binding affinity (normalized) is 0.264. (2) The peptide sequence is AFILDGDNAFPKV. The MHC is HLA-DQA10501-DQB10201 with pseudo-sequence HLA-DQA10501-DQB10201. The binding affinity (normalized) is 0.455. (3) The peptide sequence is GKGEWMTTEDMLEVW. The MHC is HLA-DQA10501-DQB10302 with pseudo-sequence HLA-DQA10501-DQB10302. The binding affinity (normalized) is 0.162. (4) The peptide sequence is FRDYVDRFYKTLRAEQAS. The MHC is DRB1_0101 with pseudo-sequence DRB1_0101. The binding affinity (normalized) is 0.473. (5) The peptide sequence is APEVKYTVFKTALKK. The MHC is HLA-DQA10501-DQB10301 with pseudo-sequence HLA-DQA10501-DQB10301. The binding affinity (normalized) is 0.336. (6) The peptide sequence is SQDLELSWNLNGLQGY. The MHC is DRB1_0401 with pseudo-sequence DRB1_0401. The binding affinity (normalized) is 0.690. (7) The peptide sequence is IRWLIEEVRHRLRIT. The MHC is DRB1_0405 with pseudo-sequence DRB1_0405. The binding affinity (normalized) is 0.245. (8) The peptide sequence is VVIEELFNRIPETSV. The MHC is HLA-DQA10101-DQB10501 with pseudo-sequence HLA-DQA10101-DQB10501. The binding affinity (normalized) is 0.405. (9) The peptide sequence is AGDGDVVAVDIKEKG. The MHC is HLA-DPA10201-DPB11401 with pseudo-sequence HLA-DPA10201-DPB11401. The binding affinity (normalized) is 0.204. (10) The peptide sequence is NASHCNEMSWIQSIP. The MHC is DRB1_1302 with pseudo-sequence DRB1_1302. The binding affinity (normalized) is 0.221.